Dataset: Forward reaction prediction with 1.9M reactions from USPTO patents (1976-2016). Task: Predict the product of the given reaction. The product is: [CH3:10][C:9]([CH3:12])([CH3:11])[C:8]([C:5]1[CH:6]=[CH:7][C:2]([B:24]2[O:25][C:26]([CH3:28])([CH3:27])[C:22]([CH3:38])([CH3:21])[O:23]2)=[CH:3][C:4]=1[CH3:20])([C:14]1[CH:15]=[N:16][CH:17]=[N:18][CH:19]=1)[OH:13]. Given the reactants Br[C:2]1[CH:7]=[CH:6][C:5]([C:8]([C:14]2[CH:15]=[N:16][CH:17]=[N:18][CH:19]=2)([OH:13])[C:9]([CH3:12])([CH3:11])[CH3:10])=[C:4]([CH3:20])[CH:3]=1.[CH3:21][C:22]1([CH3:38])[C:26]([CH3:28])([CH3:27])[O:25][B:24]([B:24]2[O:25][C:26]([CH3:28])([CH3:27])[C:22]([CH3:38])([CH3:21])[O:23]2)[O:23]1.C([O-])(=O)C.[K+], predict the reaction product.